From a dataset of Drug-target binding data from BindingDB using Ki measurements. Regression. Given a target protein amino acid sequence and a drug SMILES string, predict the binding affinity score between them. We predict pKi (pKi = -log10(Ki in M); higher means stronger inhibition). Dataset: bindingdb_ki. (1) The small molecule is OB(O)O. The target protein sequence is MKLSPREIEKLDLHNAGYLAQKRLARGLRLNYVETVALIATQILEFVRDGEKTVAQLMCIGRELLGRKQVLPAVPHLVESVQVEATFRDGTKLVTIHDLFACENGNLELALFGSFLPVPSLDKFTENEEDHRTPGEIICRSENLILNPRRNAIILRVVNKGDRPIQVGSHYHFIEVNPYLTFDRRKAYGMRLNIAAGNATRFEPGECKSVVLVSIGGNKVIRGGNNIADGPVNDSNCRAAMKAVVTRGFGHVEEENAREGVTGEDYSLTTVISREEYAHKYGPTTGDKIRLGDTDLFAEIEKDFAVYGDECVFGGGKVIRDGMGQSSGHPPEGSLDTVITNAVIIDYTGIIKADIGIKDGLIISTGKAGNPDIMNDVFPNMIIGANTEVIAGEGLIVTAGAIDCHVHFICPQLVYDAVTSGITTLVGGGTGPADGTRATTCTPAPNQMKLMLQSTDDMPLNFGFTGKGNSAKPDELHEIIRAGAMGLKLHEDWGTTPAAI.... The pKi is 3.7. (2) The compound is OC1(c2ccc(-c3ccccc3)cc2)CN2CCC1CC2. The target protein sequence is MEYMEELYAMVRMKWRLRRIEKGIACNDEDLRFCYDILQAVSRSFAVVIMELDEEMRDAVCIFYLVLRALDTVEDDMSIPVDFKLRELPKFHEHLHDTTWCMSGVGVGRERELLERYTHVTRAYSRLGKAYQDVISGICERMANGMCDFLTRKVETKADYDLYCHYVAGLVGHGLTLLYVSSGLEDVRLADDLTNANHMGLFLQKTNIIRDFYEDIREVPPRVFWPREIWEKYTDDLHAFKDELHEAKAVECLNAMVADALVHVPHVVEYLASLRDPSVFTFSAIPQVMAMATLSLVFNNKDVFHTKVKTTRGATARIFHYSTELQATLQMLKTYTLRLAARMNAQDACYDRIEHLVNDAIRAMESHQKPNGESVARSMLMRYPALGGHLLYTLVDNVVGYLGK. The pKi is 7.2. (3) The compound is N[C@H](CCC(=O)O)C(=O)O. The target protein (Q03469) has sequence MDNRPIGVMDSGLGGLSVVRVIQQKLPNEEVIFVGDQGHFPYGTKDQAEVRQLALSIGAFLLKHDVKMMVVACNTATAAALPALQAALPIPVIGVIEPGARAALAQDKKGPIGVIATTATTTAGAYPATIERLAPGTPVIAKATQPMVEIVEHGQTGTAKAQEVVSEQLMTFKEHPVKTLIMGCTHFPFLAPEISKAVGPTVALVDPAKETVATAKSWLEQHQAMGNHAHPNYHLYSTGNLPDLRAGVNKWLLSGHFDLGTAQIEEGD. The pKi is 4.2. (4) The compound is O=C(c1ccc(F)c(O)c1)c1cccc(-c2ccc(F)cc2)n1. The target protein (Q9BPX1) has sequence MATGTRYAGKVVVVTGGGRGIGAGIVRAFVNSGARVVICDKDESGGRALEQELPGAVFILCDVTQEDDVKTLVSETIRRFGRLDCVVNNAGHHPPPQRPEETSAQGFRQLLELNLLGTYTLTKLALPYLRKSQGNVINISSLVGAIGQAQAVPYVATKGAVTAMTKALALDESPYGVRVNCISPGNIWTPLWEELAALMPDPRATIREGMLAQPLGRMGQPAEVGAAAVFLASEANFCTGIELLVTGGAELGYGCKASRSTPVDAPDIPS. The pKi is 6.7. (5) The compound is COc1cc(-n2cnc3cc(-c4ccc(Cl)cc4)sc3c2=O)ccc1OCC1(O)CC(F)(F)C1. The target protein (P97639) has sequence MDLQTSLLSTGPNASNISDGQDNLTLPGSPPRTGSVSYINIIMPSVFGTICLLGIVGNSTVIFAVVKKSKLHWCSNVPDIFIINLSVVDLLFLLGMPFMIHQLMGNGVWHFGETMCTLITAMDANSQFTSTYILTAMTIDRYLATVHPISSTKFRKPSMATLVICLLWALSFISITPVWLYARLIPFPGGAVGCGIRLPNPDTDLYWFTLYQFFLAFALPFVVITAAYVKILQRMTSSVAPASQRSIRLRTKRVTRTAIAICLVFFVCWAPYYVLQLTQLSISRPTLTFVYLYNAAISLGYANSCLNPFVYIVLCETFRKRLVLSVKPAAQGQLRTVSNAQTADEERTESKGT. The pKi is 7.9. (6) The pKi is 8.9. The compound is CC(C)c1nc(CN(C)C(=O)N[C@H](C(=O)N[C@@H](Cc2ccccc2)C[C@H](O)[C@H](Cc2ccccc2)NC(=O)OCc2cncs2)C(C)C)cs1. The target protein sequence is PQITLWQRPLVTIKIGGQLKEALLDTGADDTVLEEISLPGRWKPKMIGGIGGFIKVRQYDQILIEICGHKVIGTVLVGPTPVNIIGRNLLTQIGCTLNF.